From a dataset of Full USPTO retrosynthesis dataset with 1.9M reactions from patents (1976-2016). Predict the reactants needed to synthesize the given product. (1) The reactants are: [NH2:1][C:2]1[CH:7]=[CH:6][C:5]([CH2:8][C@H:9]([N:12]([CH2:24][C:25]2[CH:30]=[CH:29][CH:28]=[CH:27][CH:26]=2)[CH2:13][C@H:14]([OH:23])[CH2:15][O:16][C:17]2[CH:22]=[CH:21][CH:20]=[CH:19][CH:18]=2)[CH2:10][OH:11])=[CH:4][CH:3]=1.N1C=CC=CC=1.[C:37](Cl)(=[O:44])[C:38]1[CH:43]=[CH:42][CH:41]=[CH:40][CH:39]=1. Given the product [CH2:24]([N:12]([C@H:9]([CH2:10][OH:11])[CH2:8][C:5]1[CH:6]=[CH:7][C:2]([NH:1][C:37](=[O:44])[C:38]2[CH:43]=[CH:42][CH:41]=[CH:40][CH:39]=2)=[CH:3][CH:4]=1)[CH2:13][C@H:14]([OH:23])[CH2:15][O:16][C:17]1[CH:18]=[CH:19][CH:20]=[CH:21][CH:22]=1)[C:25]1[CH:26]=[CH:27][CH:28]=[CH:29][CH:30]=1, predict the reactants needed to synthesize it. (2) Given the product [Cl:1][C:2]1[CH:17]=[CH:16][C:5]2[N:6]([CH2:11][CH:12]3[CH2:15][O:14][CH2:13]3)[C:7]([CH2:9][N:18]3[C:22]4=[CH:23][N:24]=[CH:25][CH:26]=[C:21]4[C:20]4([CH2:27][CH2:28]4)[C:19]3=[O:29])=[N:8][C:4]=2[CH:3]=1, predict the reactants needed to synthesize it. The reactants are: [Cl:1][C:2]1[CH:17]=[CH:16][C:5]2[N:6]([CH2:11][CH:12]3[CH2:15][O:14][CH2:13]3)[C:7]([CH2:9]Cl)=[N:8][C:4]=2[CH:3]=1.[NH:18]1[C:22]2=[CH:23][N:24]=[CH:25][CH:26]=[C:21]2[C:20]2([CH2:28][CH2:27]2)[C:19]1=[O:29].C(=O)([O-])[O-].[Cs+].[Cs+]. (3) The reactants are: [CH3:1][CH2:2][O:3][C:4]([C@@H:6]1[CH2:10][C:9]([CH2:11][OH:12])=[CH:8][N:7]1[C:13]([O:15][C:16]([CH3:19])([CH3:18])[CH3:17])=[O:14])=[O:5].[CH2:20]([Zn]CC)C.ICI. Given the product [CH2:2]([O:3][C:4]([C@@H:6]1[CH2:10][C@@:9]2([CH2:11][OH:12])[C@H:8]([CH2:20]2)[N:7]1[C:13]([O:15][C:16]([CH3:18])([CH3:17])[CH3:19])=[O:14])=[O:5])[CH3:1], predict the reactants needed to synthesize it. (4) Given the product [CH3:1][O:2][C:3]1[CH:4]=[C:5]([CH:23]=[CH:24][C:25]=1[O:26][CH3:27])[CH2:6][CH:7]1[C:16]2[C:11](=[CH:12][C:13]([O:21][CH3:22])=[C:14]([O:17][CH:18]([CH3:20])[CH3:19])[CH:15]=2)[CH2:10][CH2:9][N:8]1[CH2:29][C:30]([NH:40][CH2:33][C:34]1[CH:39]=[CH:38][CH:37]=[CH:36][CH:35]=1)=[O:31], predict the reactants needed to synthesize it. The reactants are: [CH3:1][O:2][C:3]1[CH:4]=[C:5]([CH:23]=[CH:24][C:25]=1[O:26][CH3:27])[CH2:6][CH:7]1[C:16]2[C:11](=[CH:12][C:13]([O:21][CH3:22])=[C:14]([O:17][CH:18]([CH3:20])[CH3:19])[CH:15]=2)[CH2:10][CH2:9][NH:8]1.Br[CH2:29][C:30](Br)=[O:31].[CH2:33]([NH2:40])[C:34]1[CH:39]=[CH:38][CH:37]=[CH:36][CH:35]=1. (5) Given the product [CH2:1]([C:8]1[CH:9]=[N:10][C:11]2[C:16]([C:17]=1[C:18]1[CH:19]=[C:20]([NH:24][CH2:29][C:31]3[CH:39]=[C:38]4[C:34]([CH:35]=[CH:36][NH:37]4)=[CH:33][CH:32]=3)[CH:21]=[CH:22][CH:23]=1)=[CH:15][CH:14]=[CH:13][C:12]=2[C:25]([F:28])([F:26])[F:27])[C:2]1[CH:3]=[CH:4][CH:5]=[CH:6][CH:7]=1, predict the reactants needed to synthesize it. The reactants are: [CH2:1]([C:8]1[CH:9]=[N:10][C:11]2[C:16]([C:17]=1[C:18]1[CH:19]=[C:20]([NH2:24])[CH:21]=[CH:22][CH:23]=1)=[CH:15][CH:14]=[CH:13][C:12]=2[C:25]([F:28])([F:27])[F:26])[C:2]1[CH:7]=[CH:6][CH:5]=[CH:4][CH:3]=1.[CH:29]([C:31]1[CH:39]=[C:38]2[C:34]([CH:35]=[CH:36][NH:37]2)=[CH:33][CH:32]=1)=O. (6) Given the product [F:17][C:15]([F:16])([F:18])[C:13]1[CH:12]=[C:11]([C@H:19]2[O:23][C:22](=[O:24])[N:21]([CH2:25][C:26]3[C:31]([C:47]4[C:48]([O:54][CH3:55])=[N:49][CH:50]=[C:51]([Cl:53])[CH:52]=4)=[CH:30][N:29]=[C:28]([S:41][CH3:42])[N:27]=3)[C@H:20]2[CH3:43])[CH:10]=[C:9]([C:8]([F:7])([F:44])[F:45])[CH:14]=1, predict the reactants needed to synthesize it. The reactants are: O1CCOCC1.[F:7][C:8]([F:45])([F:44])[C:9]1[CH:10]=[C:11]([C@H:19]2[O:23][C:22](=[O:24])[N:21]([CH2:25][C:26]3[C:31](B4OC(C)(C)C(C)(C)O4)=[CH:30][N:29]=[C:28]([S:41][CH3:42])[N:27]=3)[C@H:20]2[CH3:43])[CH:12]=[C:13]([C:15]([F:18])([F:17])[F:16])[CH:14]=1.Br[C:47]1[C:48]([O:54][CH3:55])=[N:49][CH:50]=[C:51]([Cl:53])[CH:52]=1.[O-]P([O-])([O-])=O.[K+].[K+].[K+]. (7) Given the product [C:39]([C:38]1[CH:37]=[CH:36][C:35]([CH:33]2[CH2:32][N:31]([C:23]([C:22]3[CH:26]=[CH:27][C:28]([CH3:29])=[C:20]([C:16]4[N:15]=[C:14]([CH:11]5[CH2:10][CH2:9][N:8]([C:6]([O:5][C:1]([CH3:3])([CH3:2])[CH3:4])=[O:7])[CH2:13][CH2:12]5)[NH:18][C:17]=4[CH3:19])[CH:21]=3)=[O:24])[CH2:34]2)=[CH:42][CH:41]=1)#[N:40], predict the reactants needed to synthesize it. The reactants are: [C:1]([O:5][C:6]([N:8]1[CH2:13][CH2:12][CH:11]([C:14]2[NH:15][C:16]([C:20]3[CH:21]=[C:22]([CH:26]=[CH:27][C:28]=3[CH3:29])[C:23](O)=[O:24])=[C:17]([CH3:19])[N:18]=2)[CH2:10][CH2:9]1)=[O:7])([CH3:4])([CH3:3])[CH3:2].Cl.[NH:31]1[CH2:34][CH:33]([C:35]2[CH:42]=[CH:41][C:38]([C:39]#[N:40])=[CH:37][CH:36]=2)[CH2:32]1.CCN=C=NCCCN(C)C.C1C=CC2N(O)N=NC=2C=1.CCN(C(C)C)C(C)C. (8) Given the product [CH2:3]([O:10][CH2:11][CH2:12][O:13][C:15]1[CH:24]=[C:23]2[C:18]([C:19](=[O:39])[NH:20][C:21]([C:25]3[CH:26]=[CH:27][C:28]4[O:32][C:31]([CH2:33][O:34][CH2:35][O:36][CH3:37])=[CH:30][C:29]=4[CH:38]=3)=[N:22]2)=[C:17]([O:40][CH3:41])[CH:16]=1)[C:4]1[CH:9]=[CH:8][CH:7]=[CH:6][CH:5]=1, predict the reactants needed to synthesize it. The reactants are: [H-].[Na+].[CH2:3]([O:10][CH2:11][CH2:12][OH:13])[C:4]1[CH:9]=[CH:8][CH:7]=[CH:6][CH:5]=1.F[C:15]1[CH:24]=[C:23]2[C:18]([C:19](=[O:39])[NH:20][C:21]([C:25]3[CH:26]=[CH:27][C:28]4[O:32][C:31]([CH2:33][O:34][CH2:35][O:36][CH3:37])=[CH:30][C:29]=4[CH:38]=3)=[N:22]2)=[C:17]([O:40][CH3:41])[CH:16]=1.O. (9) The reactants are: Cl.Cl.[NH2:3][C@@H:4]1[C:18](=[O:19])[N:17]2[CH2:20][C@H:21]([O:23][C:24]3[C:33]4[C:28](=[C:29]([CH3:36])[C:30]([O:34][CH3:35])=[CH:31][CH:32]=4)[N:27]=[C:26]([C:37]4[S:38][CH:39]=[C:40]([CH:42]([CH3:44])[CH3:43])[N:41]=4)[CH:25]=3)[CH2:22][C@H:16]2[C:15](=[O:45])[NH:14][C@:13]2([C:47]([NH:49][S:50]([CH:53]3[CH2:55][CH2:54]3)(=[O:52])=[O:51])=[O:48])[CH2:46][C@H:12]2[CH:11]=[CH:10][CH2:9][CH2:8][CH2:7][CH2:6][CH2:5]1.C(N(CC)C(C)C)(C)C.ClC(Cl)(O[C:69](=[O:75])OC(Cl)(Cl)Cl)Cl.[NH:77]1[CH2:82][CH2:81][CH2:80][CH2:79][CH2:78]1. Given the product [CH:53]1([S:50]([NH:49][C:47]([C@@:13]23[CH2:46][C@H:12]2[CH:11]=[CH:10][CH2:9][CH2:8][CH2:7][CH2:6][CH2:5][C@H:4]([NH:3][C:69]([N:77]2[CH2:82][CH2:81][CH2:80][CH2:79][CH2:78]2)=[O:75])[C:18](=[O:19])[N:17]2[CH2:20][C@H:21]([O:23][C:24]4[C:33]5[C:28](=[C:29]([CH3:36])[C:30]([O:34][CH3:35])=[CH:31][CH:32]=5)[N:27]=[C:26]([C:37]5[S:38][CH:39]=[C:40]([CH:42]([CH3:43])[CH3:44])[N:41]=5)[CH:25]=4)[CH2:22][C@H:16]2[C:15](=[O:45])[NH:14]3)=[O:48])(=[O:51])=[O:52])[CH2:54][CH2:55]1, predict the reactants needed to synthesize it.